Dataset: Forward reaction prediction with 1.9M reactions from USPTO patents (1976-2016). Task: Predict the product of the given reaction. (1) The product is: [CH:22]12[N:4]([C:13]([C:11]3[CH:10]=[CH:9][C:8]4=[N:4][O:5][N:6]=[C:7]4[CH:12]=3)=[O:14])[CH:8]([CH2:9][CH2:26]1)[CH2:7][CH2:24][CH2:23]2. Given the reactants C(O)=O.[N:4]1[O:5][N:6]=[C:7]2[CH:12]=[C:11]([C:13](Cl)=[O:14])[CH:10]=[CH:9][C:8]=12.O.OS(O)(=O)=O.[CH2:22]1[CH2:26]O[CH2:24][CH2:23]1, predict the reaction product. (2) The product is: [C:18]([C:13]1[CH:14]=[CH:15][CH:16]=[CH:17][C:12]=1[CH2:11][N:6]1[C:5]2[C:4](=[O:20])[NH:3][C:2](=[O:22])[NH:10][C:9]=2[N:8]=[CH:7]1)#[N:19]. Given the reactants N[C:2]1[NH:3][C:4](=[O:20])[C:5]2[N:6]([CH2:11][C:12]3[CH:17]=[CH:16][CH:15]=[CH:14][C:13]=3[C:18]#[N:19])[CH:7]=[N:8][C:9]=2[N:10]=1.N([O-])=[O:22].[Na+].O.Cl, predict the reaction product. (3) Given the reactants [CH3:1][NH:2][C:3]1[CH:4]=[N:5][CH:6]=[CH:7][C:8]=1[C:9]1[CH:14]=[CH:13][CH:12]=[CH:11][C:10]=1[CH3:15].[F:16][C:17]([F:32])([F:31])[C:18]1[CH:23]=[C:22]([C:24]([F:27])([F:26])[F:25])[N:21]=[C:20]([C:28](O)=[O:29])[CH:19]=1, predict the reaction product. The product is: [CH3:1][N:2]([C:3]1[CH:4]=[N:5][CH:6]=[CH:7][C:8]=1[C:9]1[CH:14]=[CH:13][CH:12]=[CH:11][C:10]=1[CH3:15])[C:28]([C:20]1[CH:19]=[C:18]([C:17]([F:16])([F:31])[F:32])[CH:23]=[C:22]([C:24]([F:27])([F:25])[F:26])[N:21]=1)=[O:29]. (4) Given the reactants [NH2:1][CH2:2][C:3]1[CH:4]=[C:5]([N:9]2[C:14]([CH3:15])=[CH:13][C:12]([O:16][CH2:17][C:18]3[CH:23]=[CH:22][C:21]([F:24])=[CH:20][C:19]=3[F:25])=[C:11]([Br:26])[C:10]2=[O:27])[CH:6]=[CH:7][CH:8]=1.N1C=CC=CC=1.Cl[C:35]([O:37][C:38]1[CH:43]=[CH:42][C:41]([N+:44]([O-:46])=[O:45])=[CH:40][CH:39]=1)=[O:36], predict the reaction product. The product is: [Br:26][C:11]1[C:10](=[O:27])[N:9]([C:5]2[CH:4]=[C:3]([CH:8]=[CH:7][CH:6]=2)[CH2:2][NH:1][C:35](=[O:36])[O:37][C:38]2[CH:39]=[CH:40][C:41]([N+:44]([O-:46])=[O:45])=[CH:42][CH:43]=2)[C:14]([CH3:15])=[CH:13][C:12]=1[O:16][CH2:17][C:18]1[CH:23]=[CH:22][C:21]([F:24])=[CH:20][C:19]=1[F:25].